From a dataset of Forward reaction prediction with 1.9M reactions from USPTO patents (1976-2016). Predict the product of the given reaction. (1) Given the reactants [S:1](=[O:5])(=[O:4])([OH:3])[NH2:2].[C:6](O)(=O)C.C(O)(=O)C.I[C:15]1[CH:20]=[CH:19][CH:18]=CC=1, predict the reaction product. The product is: [CH3:18][C:19]1([CH3:6])[CH2:20][CH2:15][O:4][S:1](=[O:3])(=[O:5])[NH:2]1. (2) Given the reactants C(OC([NH:8][C@H:9]1[CH2:13][CH2:12][N:11]([S:14]([C:17]2[C:18]3[C:19]([Cl:27])=[CH:20][N:21]=[CH:22][C:23]=3[CH:24]=[CH:25][CH:26]=2)(=[O:16])=[O:15])[CH2:10]1)=O)(C)(C)C.C([O:32]C(NC1CCN(S(C2C3C(Br)=CN=CC=3C=CC=2)(=O)=O)C1)=O)(C)(C)C, predict the reaction product. The product is: [NH2:8][C@H:9]1[CH2:13][CH2:12][N:11]([S:14]([C:17]2[C:18]3[C:19]([Cl:27])=[CH:20][N:21]=[C:22]([OH:32])[C:23]=3[CH:24]=[CH:25][CH:26]=2)(=[O:16])=[O:15])[CH2:10]1.[ClH:27]. (3) Given the reactants [C:1]1([C:21]2[CH:26]=[CH:25][CH:24]=[CH:23][CH:22]=2)[CH:6]=[CH:5][C:4]([NH:7][C:8]2[CH:13]=[N:12][CH:11]=[C:10]3[S:14][C:15]([C:17]([NH:19][OH:20])=[NH:18])=[CH:16][C:9]=23)=[CH:3][CH:2]=1.C(=O)([O-])[O-].[Na+].[Na+].Cl[CH2:34][C:35](Cl)=[O:36].[H-].[Na+], predict the reaction product. The product is: [C:1]1([C:21]2[CH:22]=[CH:23][CH:24]=[CH:25][CH:26]=2)[CH:6]=[CH:5][C:4]([NH:7][C:8]2[CH:13]=[N:12][CH:11]=[C:10]3[S:14][C:15]([C:17]4[NH:18][C:35](=[O:36])[CH2:34][O:20][N:19]=4)=[CH:16][C:9]=23)=[CH:3][CH:2]=1. (4) Given the reactants [CH:1]1([N:7]([C:19]([C:21]2[C:30]([NH:31][C:32]([NH:34][C:35]3[C:40]([CH3:41])=[CH:39][CH:38]=[CH:37][C:36]=3[CH3:42])=[O:33])=[CH:29][C:28]3[C:23](=[CH:24][CH:25]=[CH:26][CH:27]=3)[CH:22]=2)=[O:20])[CH2:8][C:9]([O:11]CC2C=CC=CC=2)=[O:10])[CH2:6][CH2:5][CH2:4][CH2:3][CH2:2]1, predict the reaction product. The product is: [CH:1]1([N:7]([C:19]([C:21]2[C:30]([NH:31][C:32]([NH:34][C:35]3[C:40]([CH3:41])=[CH:39][CH:38]=[CH:37][C:36]=3[CH3:42])=[O:33])=[CH:29][C:28]3[C:23](=[CH:24][CH:25]=[CH:26][CH:27]=3)[CH:22]=2)=[O:20])[CH2:8][C:9]([OH:11])=[O:10])[CH2:2][CH2:3][CH2:4][CH2:5][CH2:6]1. (5) The product is: [CH3:4][O:3][C:1]([C:5]1[C:14](=[O:15])[C:13]2[C:8](=[CH:9][C:10]([Cl:16])=[CH:11][CH:12]=2)[NH:7][C:6]=1[C:17]([Cl:22])=[O:19])=[O:2]. Given the reactants [C:1]([C:5]1[C:6]([C:17]([OH:19])=O)=[N:7][C:8]2[C:13]([C:14]=1[OH:15])=[CH:12][CH:11]=[C:10]([Cl:16])[CH:9]=2)([O:3][CH3:4])=[O:2].S(Cl)([Cl:22])=O, predict the reaction product. (6) Given the reactants [CH3:1][NH:2][CH2:3][C:4]1[CH:5]=[N:6][CH:7]=[CH:8][CH:9]=1.[C:10](O[C:10]([O:12][C:13]([CH3:16])([CH3:15])[CH3:14])=[O:11])([O:12][C:13]([CH3:16])([CH3:15])[CH3:14])=[O:11], predict the reaction product. The product is: [CH3:1][N:2]([CH2:3][C:4]1[CH:5]=[N:6][CH:7]=[CH:8][CH:9]=1)[C:10](=[O:11])[O:12][C:13]([CH3:16])([CH3:15])[CH3:14].